This data is from Full USPTO retrosynthesis dataset with 1.9M reactions from patents (1976-2016). The task is: Predict the reactants needed to synthesize the given product. (1) Given the product [C:16]([O:20][C:21]([N:13]1[CH2:12][CH:11]([CH3:15])[N:9]2[C:10]3[C:2]([Br:1])=[CH:3][CH:4]=[CH:5][C:6]=3[CH:7]=[C:8]2[CH2:14]1)=[O:22])([CH3:19])([CH3:18])[CH3:17], predict the reactants needed to synthesize it. The reactants are: [Br:1][C:2]1[C:10]2[N:9]3[CH:11]([CH3:15])[CH2:12][NH:13][CH2:14][C:8]3=[CH:7][C:6]=2[CH:5]=[CH:4][CH:3]=1.[C:16]([O:20][C:21](O[C:21]([O:20][C:16]([CH3:19])([CH3:18])[CH3:17])=[O:22])=[O:22])([CH3:19])([CH3:18])[CH3:17]. (2) Given the product [Br:23][C:20]1[CH:21]=[CH:22][C:17]([C:15]2[N:12]=[C:10]([C:8]3[CH:7]=[CH:6][CH:5]=[C:4]([O:3][CH3:2])[N:9]=3)[NH:11][CH:14]=2)=[CH:18][CH:19]=1, predict the reactants needed to synthesize it. The reactants are: Cl.[CH3:2][O:3][C:4]1[N:9]=[C:8]([C:10](=[NH:12])[NH2:11])[CH:7]=[CH:6][CH:5]=1.Br[CH2:14][C:15]([C:17]1[CH:22]=[CH:21][C:20]([Br:23])=[CH:19][CH:18]=1)=O. (3) Given the product [C:1]([O:5][C:6](=[O:19])[NH:7][C:8]1[CH:13]=[CH:12][C:11]([C:14]([F:17])([F:16])[F:15])=[CH:10][C:9]=1[NH:18][C:25](=[O:24])[CH2:26][C:27]([C:29]1[CH:34]=[CH:33][CH:32]=[C:31]([C:35]2[CH:40]=[CH:39][N:38]=[C:37]([CH2:41][CH:42]([CH3:43])[CH3:44])[CH:36]=2)[CH:30]=1)=[O:28])([CH3:4])([CH3:2])[CH3:3], predict the reactants needed to synthesize it. The reactants are: [C:1]([O:5][C:6](=[O:19])[NH:7][C:8]1[CH:13]=[CH:12][C:11]([C:14]([F:17])([F:16])[F:15])=[CH:10][C:9]=1[NH2:18])([CH3:4])([CH3:3])[CH3:2].C([O:24][C:25](=O)[CH2:26][C:27]([C:29]1[CH:34]=[CH:33][CH:32]=[C:31]([C:35]2[CH:40]=[CH:39][N:38]=[C:37]([CH2:41][CH:42]([CH3:44])[CH3:43])[CH:36]=2)[CH:30]=1)=[O:28])(C)(C)C. (4) Given the product [O:6]=[C:5]([O:12][CH2:11][CH2:10][Si:9]([CH3:14])([CH3:13])[CH3:8])[CH2:4][CH2:3][C:2]([OH:7])=[O:1], predict the reactants needed to synthesize it. The reactants are: [O:1]1[C:5](=[O:6])[CH2:4][CH2:3][C:2]1=[O:7].[CH3:8][Si:9]([CH3:14])([CH3:13])[CH2:10][CH2:11][OH:12]. (5) Given the product [CH2:22]([NH:9][C:3]1[C:2]([Br:1])=[N:7][C:6]([Br:8])=[CH:5][N:4]=1)[CH:21]=[CH2:20], predict the reactants needed to synthesize it. The reactants are: [Br:1][C:2]1[C:3]([NH2:9])=[N:4][CH:5]=[C:6]([Br:8])[N:7]=1.[Li+].C[Si]([N-][Si](C)(C)C)(C)C.[CH2:20](Br)[CH:21]=[CH2:22]. (6) The reactants are: [Cl:1][C:2]1[CH:11]=[CH:10][C:9](I)=[CH:8][C:3]=1[C:4]([O:6][CH3:7])=[O:5].B1([C:27]2[N:32]=[CH:31][CH:30]=[CH:29][CH:28]=2)OCCN(C2C=CC=CC=2)CCO1.C(=O)([O-])[O-].[K+].[K+].C1(P(C2C=CC=CC=2)C2C=CC=CC=2)C=CC=CC=1. Given the product [Cl:1][C:2]1[CH:11]=[CH:10][C:9]([C:31]2[CH:30]=[CH:29][CH:28]=[CH:27][N:32]=2)=[CH:8][C:3]=1[C:4]([O:6][CH3:7])=[O:5], predict the reactants needed to synthesize it. (7) Given the product [Br:1][C:2]1[CH:11]=[C:10]2[C:5]([C:6](=[O:34])[N:7]3[CH2:15][CH:14]([CH3:16])[NH:13][CH2:12][C:8]3=[N:9]2)=[CH:4][CH:3]=1, predict the reactants needed to synthesize it. The reactants are: [Br:1][C:2]1[CH:11]=[C:10]2[C:5]([C:6](=[O:34])[N:7]3[CH2:15][CH:14]([CH3:16])[N:13](C(OCC4C5C=CC=CC=5C5C4=CC=CC=5)=O)[CH2:12][C:8]3=[N:9]2)=[CH:4][CH:3]=1.N1CCCCC1. (8) The reactants are: NC1N(C(OC(C)(C)C)=O)N=C(C2C=CC(O)=CC=2)C=1C#N.C([O:30][C:31]1[CH:42]=[CH:41][C:34]([O:35][CH2:36][CH2:37][N:38]([CH3:40])[CH3:39])=[CH:33][CH:32]=1)C1C=CC=CC=1. Given the product [CH3:39][N:38]([CH3:40])[CH2:37][CH2:36][O:35][C:34]1[CH:41]=[CH:42][C:31]([OH:30])=[CH:32][CH:33]=1, predict the reactants needed to synthesize it.